Dataset: Peptide-MHC class II binding affinity with 134,281 pairs from IEDB. Task: Regression. Given a peptide amino acid sequence and an MHC pseudo amino acid sequence, predict their binding affinity value. This is MHC class II binding data. (1) The peptide sequence is AEIGSAISTANGAAA. The MHC is DRB1_0101 with pseudo-sequence DRB1_0101. The binding affinity (normalized) is 0.468. (2) The peptide sequence is VFNYETETTSVIPAA. The MHC is DRB1_1501 with pseudo-sequence DRB1_1501. The binding affinity (normalized) is 0.125. (3) The peptide sequence is YHFDLSGHAFGAMAKKGDEQ. The MHC is HLA-DQA10501-DQB10301 with pseudo-sequence HLA-DQA10501-DQB10301. The binding affinity (normalized) is 0.747. (4) The peptide sequence is TVTVFKIPKKASEGA. The MHC is DRB1_1602 with pseudo-sequence DRB1_1602. The binding affinity (normalized) is 0.497.